The task is: Binary Classification. Given a drug SMILES string, predict its activity (active/inactive) in a high-throughput screening assay against a specified biological target.. This data is from Choline transporter screen with 302,306 compounds. (1) The molecule is Clc1ccc(S(=O)(=O)/C(=C\N2CCCCC2)C#N)cc1. The result is 0 (inactive). (2) The molecule is Clc1c(n2nc(n(c3ccc(cc3)C)c2=O)C)ncc(c1)C(F)(F)F. The result is 0 (inactive). (3) The molecule is Clc1ccc(S(=O)(=O)n2nc(nc2N(C)C)N(C)C)cc1. The result is 0 (inactive). (4) The molecule is S1C(Cc2c(C1)c(nc(NCCO)c2C#N)CC)(C)C. The result is 0 (inactive). (5) The molecule is S(=O)(=O)(N(C)C)c1ccc(cc1)C(Oc1ccccc1)=O. The result is 0 (inactive). (6) The molecule is O1C(Cc2c1c(OCC(=O)N)ccc2)(C)C. The result is 0 (inactive). (7) The compound is O=C(N1CCCCCCC1)C1CCC(=O)N(C1)Cc1c(OC)cccc1. The result is 0 (inactive). (8) The molecule is O1c2c(NC(=O)C1)cc(cc2)C(=O)COC(=O)COc1c([N+]([O-])=O)cccc1. The result is 0 (inactive).